Task: Regression. Given a peptide amino acid sequence and an MHC pseudo amino acid sequence, predict their binding affinity value. This is MHC class II binding data.. Dataset: Peptide-MHC class II binding affinity with 134,281 pairs from IEDB (1) The peptide sequence is YDKFLANVSTCLTGK. The MHC is DRB1_1302 with pseudo-sequence DRB1_1302. The binding affinity (normalized) is 0.799. (2) The peptide sequence is QRAAEPWRDDQRSRS. The MHC is DRB1_1501 with pseudo-sequence DRB1_1501. The binding affinity (normalized) is 0. (3) The peptide sequence is IALLVLAVGPAYSAH. The MHC is HLA-DQA10201-DQB10301 with pseudo-sequence HLA-DQA10201-DQB10301. The binding affinity (normalized) is 0.797. (4) The peptide sequence is VGRSPEEILRILDGLQTDEL. The MHC is DRB1_1301 with pseudo-sequence DRB1_1301. The binding affinity (normalized) is 0. (5) The peptide sequence is YDKTLANVSTVLTGK. The MHC is DRB3_0202 with pseudo-sequence DRB3_0202. The binding affinity (normalized) is 0.555.